From a dataset of Forward reaction prediction with 1.9M reactions from USPTO patents (1976-2016). Predict the product of the given reaction. (1) The product is: [C:13]([O:17][C:18](=[O:19])[NH:20][CH2:21][CH2:22][CH2:23][CH2:24][CH2:25][CH2:26][CH2:27][CH2:28][CH2:29][CH2:30][C:31](=[O:33])[NH:39][CH2:38][CH2:37][CH2:36][N:35]([CH3:40])[CH3:34])([CH3:14])([CH3:15])[CH3:16]. Given the reactants C(N1C=CN=C1)(N1C=CN=C1)=O.[C:13]([O:17][C:18]([NH:20][CH2:21][CH2:22][CH2:23][CH2:24][CH2:25][CH2:26][CH2:27][CH2:28][CH2:29][CH2:30][C:31]([OH:33])=O)=[O:19])([CH3:16])([CH3:15])[CH3:14].[CH3:34][N:35]([CH3:40])[CH2:36][CH2:37][CH2:38][NH2:39], predict the reaction product. (2) Given the reactants CC1(C)[O:7][CH2:6][C:5]([NH:25]C(=O)OC(C)(C)C)([C:8]2[S:12][C:11]3[CH:13]=[CH:14][C:15]([CH2:17][CH2:18][CH2:19][CH2:20][CH2:21][CH2:22][CH2:23][CH3:24])=[CH:16][C:10]=3[CH:9]=2)[CH2:4][O:3]1.IC1C=C(CCCCCCCC)C=CC=1S.ClC1C=C(C2ON=C(C3C=CC(O)=C(I)C=3)N=2)C=CC=1OCCC, predict the reaction product. The product is: [NH2:25][C:5]([C:8]1[S:12][C:11]2[CH:13]=[CH:14][C:15]([CH2:17][CH2:18][CH2:19][CH2:20][CH2:21][CH2:22][CH2:23][CH3:24])=[CH:16][C:10]=2[CH:9]=1)([CH2:6][OH:7])[CH2:4][OH:3]. (3) Given the reactants O=C1O[C@H]([C@H](CO)O)C([O-])=C1O.[Na+].[C:14]([C:16]1[N:21]=[C:20]([NH2:22])[CH:19]=[CH:18][CH:17]=1)#[CH:15].[CH2:23]([N:30]=[N+:31]=[N-:32])[C:24]1[CH:29]=[CH:28][CH:27]=[CH:26][CH:25]=1, predict the reaction product. The product is: [CH2:23]([N:30]1[CH:15]=[C:14]([C:16]2[N:21]=[C:20]([NH2:22])[CH:19]=[CH:18][CH:17]=2)[N:32]=[N:31]1)[C:24]1[CH:29]=[CH:28][CH:27]=[CH:26][CH:25]=1. (4) Given the reactants [OH:1][C@@H:2]1[C@@H:9]2[C@@:5]([C:12]([O:14][CH3:15])=[O:13])([O:6][C:7]([CH3:11])([CH3:10])[O:8]2)[O:4][C@@H:3]1[CH2:16]OS(C1C=CC(C)=CC=1)(=O)=O.[N-:28]=[N+:29]=[N-:30].[Na+], predict the reaction product. The product is: [N:28]([CH2:16][C@@H:3]1[O:4][C@@:5]2([C:12]([O:14][CH3:15])=[O:13])[O:6][C:7]([CH3:11])([CH3:10])[O:8][CH:9]2[C@@H:2]1[OH:1])=[N+:29]=[N-:30]. (5) The product is: [C:1]([O:5][C:6]([N:8]1[CH2:12][CH:11]([O:13][CH2:14][C:15]2[CH:16]=[CH:17][CH:18]=[CH:19][CH:20]=2)[CH2:10][CH:9]1[CH2:21][O:22][S:31]([CH3:30])(=[O:33])=[O:32])=[O:7])([CH3:4])([CH3:3])[CH3:2]. Given the reactants [C:1]([O:5][C:6]([N:8]1[CH2:12][CH:11]([O:13][CH2:14][C:15]2[CH:20]=[CH:19][CH:18]=[CH:17][CH:16]=2)[CH2:10][CH:9]1[CH2:21][OH:22])=[O:7])([CH3:4])([CH3:3])[CH3:2].C(N(CC)CC)C.[CH3:30][S:31](Cl)(=[O:33])=[O:32].Cl, predict the reaction product.